This data is from NCI-60 drug combinations with 297,098 pairs across 59 cell lines. The task is: Regression. Given two drug SMILES strings and cell line genomic features, predict the synergy score measuring deviation from expected non-interaction effect. (1) Drug 1: CC1=C2C(C(=O)C3(C(CC4C(C3C(C(C2(C)C)(CC1OC(=O)C(C(C5=CC=CC=C5)NC(=O)OC(C)(C)C)O)O)OC(=O)C6=CC=CC=C6)(CO4)OC(=O)C)OC)C)OC. Drug 2: C1=CC=C(C(=C1)C(C2=CC=C(C=C2)Cl)C(Cl)Cl)Cl. Cell line: SK-MEL-5. Synergy scores: CSS=30.2, Synergy_ZIP=2.48, Synergy_Bliss=1.04, Synergy_Loewe=-25.2, Synergy_HSA=1.55. (2) Drug 1: CC1C(C(CC(O1)OC2CC(OC(C2O)C)OC3=CC4=CC5=C(C(=O)C(C(C5)C(C(=O)C(C(C)O)O)OC)OC6CC(C(C(O6)C)O)OC7CC(C(C(O7)C)O)OC8CC(C(C(O8)C)O)(C)O)C(=C4C(=C3C)O)O)O)O. Drug 2: COC1=C2C(=CC3=C1OC=C3)C=CC(=O)O2. Cell line: UACC62. Synergy scores: CSS=6.41, Synergy_ZIP=-0.186, Synergy_Bliss=-1.48, Synergy_Loewe=-43.2, Synergy_HSA=-0.686. (3) Drug 1: CN(C)C1=NC(=NC(=N1)N(C)C)N(C)C. Drug 2: CC1C(C(CC(O1)OC2CC(CC3=C2C(=C4C(=C3O)C(=O)C5=C(C4=O)C(=CC=C5)OC)O)(C(=O)CO)O)N)O.Cl. Cell line: NCI-H226. Synergy scores: CSS=43.9, Synergy_ZIP=3.04, Synergy_Bliss=2.33, Synergy_Loewe=-31.5, Synergy_HSA=1.09.